From a dataset of Reaction yield outcomes from USPTO patents with 853,638 reactions. Predict the reaction yield, written as a fraction of the theoretical maximum amount of product (1.0 means a 100% yield; for example, 0.34 means a 34% yield). (1) The reactants are [CH3:1][N:2]1[C:10]2[C:5](=[CH:6][C:7]([N+:11]([O-])=O)=[CH:8][CH:9]=2)[C:4]([CH3:14])=[N:3]1.NN.O. The catalyst is C(O)C.[Pd]. The product is [CH3:1][N:2]1[C:10]2[C:5](=[CH:6][C:7]([NH2:11])=[CH:8][CH:9]=2)[C:4]([CH3:14])=[N:3]1. The yield is 0.840. (2) The reactants are [Br:1][C:2]1[CH:11]=[C:10]2[C:5]([C:6](Cl)=[N:7][CH:8]=[N:9]2)=[CH:4][C:3]=1[N+:13]([O-:15])=[O:14].[Cl:16][C:17]1[CH:18]=[C:19]([CH:21]=[CH:22][C:23]=1[F:24])[NH2:20]. The catalyst is C(O)(C)C. The product is [Br:1][C:2]1[CH:11]=[C:10]2[C:5]([C:6]([NH:20][C:19]3[CH:21]=[CH:22][C:23]([F:24])=[C:17]([Cl:16])[CH:18]=3)=[N:7][CH:8]=[N:9]2)=[CH:4][C:3]=1[N+:13]([O-:15])=[O:14]. The yield is 0.700. (3) The reactants are [CH2:1]([O:8][C:9](=[O:23])[C@H:10]([C:19]([CH3:22])([CH3:21])[CH3:20])[NH:11][C:12]([O:14][C:15]([CH3:18])([CH3:17])C)=[O:13])[C:2]1[CH:7]=[CH:6][CH:5]=[CH:4][CH:3]=1.N1C=C[CH:27]=[CH:26][CH:25]=1.ClC(OC1C=CC=CC=1)=O. The catalyst is Cl.O1CCOCC1.CCOC(C)=O. The product is [CH2:1]([O:8][C:9](=[O:23])[C@H:10]([C:19]([CH3:20])([CH3:22])[CH3:21])[NH:11][C:12]([O:14][C:15]1[CH:17]=[CH:27][CH:26]=[CH:25][CH:18]=1)=[O:13])[C:2]1[CH:7]=[CH:6][CH:5]=[CH:4][CH:3]=1. The yield is 0.910. (4) The reactants are [Cl:1][C:2]1[S:6][C:5]([C:7]([OH:9])=O)=[CH:4][C:3]=1[C:10]1[N:14]([CH3:15])[N:13]=[CH:12][CH:11]=1.C(N(CC)C(C)C)(C)C.[NH2:25][C@@H:26]([CH2:39][CH:40]1[CH2:45][CH2:44][CH2:43][CH2:42][CH2:41]1)[CH2:27][N:28]1[C:36](=[O:37])[C:35]2[C:30](=[CH:31][CH:32]=[CH:33][CH:34]=2)[C:29]1=[O:38].CC(OC(N[C@H](C(O)=O)CC1C=CC=CC=1C(F)(F)F)=O)(C)C.F[P-](F)(F)(F)(F)F.Br[P+](N1CCCC1)(N1CCCC1)N1CCCC1. The catalyst is C(Cl)Cl. The product is [Cl:1][C:2]1[S:6][C:5]([C:7]([NH:25][C@H:26]([CH2:27][N:28]2[C:36](=[O:37])[C:35]3[C:30](=[CH:31][CH:32]=[CH:33][CH:34]=3)[C:29]2=[O:38])[CH2:39][CH:40]2[CH2:45][CH2:44][CH2:43][CH2:42][CH2:41]2)=[O:9])=[CH:4][C:3]=1[C:10]1[N:14]([CH3:15])[N:13]=[CH:12][CH:11]=1. The yield is 0.530. (5) The product is [Cl:32][C:28]1[CH:27]=[C:26]([C:24]2[O:23][N:22]=[C:21]([C@@H:19]([N:17]3[CH2:16][CH2:15][CH2:14][N:13]4[C:9]([C:6]5[CH:7]=[CH:8][N:3]=[CH:4][CH:5]=5)=[N:10][N:11]=[C:12]34)[CH3:20])[N:25]=2)[CH:31]=[CH:30][CH:29]=1. The catalyst is CN(C=O)C.O. The yield is 0.220. The reactants are [H-].[Na+].[N:3]1[CH:8]=[CH:7][C:6]([C:9]2[N:13]3[CH2:14][CH2:15][CH2:16][NH:17][C:12]3=[N:11][N:10]=2)=[CH:5][CH:4]=1.Cl[CH:19]([C:21]1[N:25]=[C:24]([C:26]2[CH:31]=[CH:30][CH:29]=[C:28]([Cl:32])[CH:27]=2)[O:23][N:22]=1)[CH3:20].[NH4+].[Cl-]. (6) The reactants are Br[C:2]1[C:7]([C:8]([O:10][CH2:11][CH3:12])=[O:9])=[C:6]([Cl:13])[CH:5]=[CH:4][N:3]=1.[CH:14]([Zn]C(C)C)([CH3:16])[CH3:15].O.Cl. The catalyst is O1CCOCC1.Cl[Pd]Cl. The product is [Cl:13][C:6]1[CH:5]=[CH:4][N:3]=[C:2]([CH:14]([CH3:16])[CH3:15])[C:7]=1[C:8]([O:10][CH2:11][CH3:12])=[O:9]. The yield is 0.500.